This data is from Reaction yield outcomes from USPTO patents with 853,638 reactions. The task is: Predict the reaction yield, written as a fraction of the theoretical maximum amount of product (1.0 means a 100% yield; for example, 0.34 means a 34% yield). (1) The reactants are [N:1]1([CH2:6][CH2:7][CH2:8][N:9]2[CH2:14][CH2:13][CH:12]([CH2:15][NH:16][C:17](=[O:28])[C:18]3[CH:23]=[C:22]([Cl:24])[C:21]([NH2:25])=[CH:20][C:19]=3[O:26][CH3:27])[CH2:11][CH2:10]2)[CH:5]=[N:4][N:3]=[N:2]1.Cl. The catalyst is C(O)C. The product is [ClH:24].[N:1]1([CH2:6][CH2:7][CH2:8][N:9]2[CH2:10][CH2:11][CH:12]([CH2:15][NH:16][C:17](=[O:28])[C:18]3[CH:23]=[C:22]([Cl:24])[C:21]([NH2:25])=[CH:20][C:19]=3[O:26][CH3:27])[CH2:13][CH2:14]2)[CH:5]=[N:4][N:3]=[N:2]1. The yield is 0.740. (2) The reactants are N#N.Br[C:4]1[CH:5]=[C:6]2[C:11](=[CH:12][CH:13]=1)[O:10][C:9](=[O:14])[CH:8]=[C:7]2[NH:15][CH:16]1[CH2:21][CH2:20][N:19]([CH2:22][CH:23]=[CH:24][C:25]2[CH:30]=[CH:29][CH:28]=[CH:27][CH:26]=2)[CH2:18][CH2:17]1.[Br-].[CH2:32]([CH:34]([CH2:37][CH3:38])[CH2:35][Zn+])[CH3:33]. The catalyst is C1COCC1.C1C=CC(P(C2C=CC=CC=2)[C-]2C=CC=C2)=CC=1.C1C=CC(P(C2C=CC=CC=2)[C-]2C=CC=C2)=CC=1.Cl[Pd]Cl.[Fe+2].[Cu]I. The product is [CH2:32]([CH:34]([CH2:37][CH3:38])[CH2:35][C:4]1[CH:5]=[C:6]2[C:11](=[CH:12][CH:13]=1)[O:10][C:9](=[O:14])[CH:8]=[C:7]2[NH:15][CH:16]1[CH2:17][CH2:18][N:19]([CH2:22][CH:23]=[CH:24][C:25]2[CH:30]=[CH:29][CH:28]=[CH:27][CH:26]=2)[CH2:20][CH2:21]1)[CH3:33]. The yield is 0.180. (3) The reactants are Br[C:2]1[CH:3]=[C:4]2[N:10]=[CH:9][N:8]([CH2:11][C:12]3[CH:28]=[CH:27][C:15]4[N:16]=[C:17]([NH:19][C@@H:20]5[CH2:25][CH2:24][CH2:23][CH2:22][C@H:21]5[OH:26])[O:18][C:14]=4[CH:13]=3)[C:5]2=[N:6][CH:7]=1.O.[CH3:30][N:31](C=O)C. The catalyst is [C-]#N.[C-]#N.[Zn+2].C1C=CC(/C=C/C(/C=C/C2C=CC=CC=2)=O)=CC=1.C1C=CC(/C=C/C(/C=C/C2C=CC=CC=2)=O)=CC=1.C1C=CC(/C=C/C(/C=C/C2C=CC=CC=2)=O)=CC=1.[Pd].[Pd].C1C=CC(P(C2C=CC=CC=2)[C-]2C=CC=C2)=CC=1.C1C=CC(P(C2C=CC=CC=2)[C-]2C=CC=C2)=CC=1.[Fe+2]. The product is [OH:26][C@@H:21]1[CH2:22][CH2:23][CH2:24][CH2:25][C@H:20]1[NH:19][C:17]1[O:18][C:14]2[CH:13]=[C:12]([CH2:11][N:8]3[C:5]4=[N:6][CH:7]=[C:2]([C:30]#[N:31])[CH:3]=[C:4]4[N:10]=[CH:9]3)[CH:28]=[CH:27][C:15]=2[N:16]=1. The yield is 0.258.